Predict the product of the given reaction. From a dataset of Forward reaction prediction with 1.9M reactions from USPTO patents (1976-2016). (1) Given the reactants [CH3:1][C:2]1[CH:7]=[CH:6][CH:5]=[CH:4][C:3]=1B(O)O.C(=O)([O-])[O-].[Na+].[Na+].[CH2:17]([O:24][C:25]1[CH:47]=[CH:46][C:45]([N:48]2[CH2:53][CH2:52][CH2:51][CH2:50][CH2:49]2)=[CH:44][C:26]=1[C:27]([NH:29][C:30]1[CH:42]=[C:41](Br)[CH:40]=[CH:39][C:31]=1[C:32]([O:34][C:35]([CH3:38])([CH3:37])[CH3:36])=[O:33])=[O:28])[C:18]1[CH:23]=[CH:22][CH:21]=[CH:20][CH:19]=1, predict the reaction product. The product is: [CH2:17]([O:24][C:25]1[CH:47]=[CH:46][C:45]([N:48]2[CH2:53][CH2:52][CH2:51][CH2:50][CH2:49]2)=[CH:44][C:26]=1[C:27]([NH:29][C:30]1[CH:42]=[C:41]([C:3]2[CH:4]=[CH:5][CH:6]=[CH:7][C:2]=2[CH3:1])[CH:40]=[CH:39][C:31]=1[C:32]([O:34][C:35]([CH3:38])([CH3:37])[CH3:36])=[O:33])=[O:28])[C:18]1[CH:23]=[CH:22][CH:21]=[CH:20][CH:19]=1. (2) Given the reactants Cl.[NH2:2][CH2:3][C@@H:4]([C:10]1[CH:15]=[CH:14][C:13]([Cl:16])=[CH:12][CH:11]=1)[CH2:5][C:6]([O:8][CH3:9])=[O:7].C(N(CC)CC)C.[F:24][C:25]([F:36])([F:35])[C:26](O[C:26](=[O:27])[C:25]([F:36])([F:35])[F:24])=[O:27].[N+:37]([O-])([OH:39])=[O:38], predict the reaction product. The product is: [Cl:16][C:13]1[CH:12]=[CH:11][C:10]([C@H:4]([CH2:3][NH:2][C:26](=[O:27])[C:25]([F:36])([F:35])[F:24])[CH2:5][C:6]([O:8][CH3:9])=[O:7])=[CH:15][C:14]=1[N+:37]([O-:39])=[O:38]. (3) Given the reactants Br[C:2]1[CH:7]=[CH:6][C:5]([Br:8])=[CH:4][N:3]=1.C([Li])CCC.[Cl:14][C:15]1[CH:26]=[C:25]([Cl:27])[CH:24]=[CH:23][C:16]=1[C:17](N(OC)C)=[O:18].[NH4+].[Cl-], predict the reaction product. The product is: [Br:8][C:5]1[CH:6]=[CH:7][C:2]([C:17]([C:16]2[CH:23]=[CH:24][C:25]([Cl:27])=[CH:26][C:15]=2[Cl:14])=[O:18])=[N:3][CH:4]=1. (4) Given the reactants [C:1]1([C:7]#[C:8][C:9]([O:11][C:12]2[CH:17]=[C:16]([CH3:18])[C:15]([Br:19])=[C:14]([CH3:20])[CH:13]=2)=[O:10])[CH:6]=[CH:5][CH:4]=[CH:3][CH:2]=1, predict the reaction product. The product is: [Br:19][C:15]1[C:16]([CH3:18])=[C:17]2[C:12](=[CH:13][C:14]=1[CH3:20])[O:11][C:9](=[O:10])[CH:8]=[C:7]2[C:1]1[CH:2]=[CH:3][CH:4]=[CH:5][CH:6]=1. (5) Given the reactants [Cl:1][C:2]1[CH:31]=[C:30]([F:32])[CH:29]=[CH:28][C:3]=1[O:4][C:5]1[CH:10]=[CH:9][CH:8]=[CH:7][C:6]=1[NH:11][S:12]([C:15]1[CH:27]=[CH:26][C:18]([C:19]([NH:21][CH2:22][C:23](O)=[O:24])=[O:20])=[CH:17][CH:16]=1)(=[O:14])=[O:13].[OH:33][CH:34]1[CH2:39][CH2:38][NH:37][CH2:36][CH2:35]1, predict the reaction product. The product is: [Cl:1][C:2]1[CH:31]=[C:30]([F:32])[CH:29]=[CH:28][C:3]=1[O:4][C:5]1[CH:10]=[CH:9][CH:8]=[CH:7][C:6]=1[NH:11][S:12]([C:15]1[CH:16]=[CH:17][C:18]([C:19]([NH:21][CH2:22][C:23]([N:37]2[CH2:38][CH2:39][CH:34]([OH:33])[CH2:35][CH2:36]2)=[O:24])=[O:20])=[CH:26][CH:27]=1)(=[O:14])=[O:13]. (6) Given the reactants [C:1]([C:5]1[CH:18]=[CH:17][C:16]2[C:7](=[C:8](Br)[C:9]3[C:14]([C:15]=2Br)=[CH:13][C:12]([C:20]([CH3:23])([CH3:22])[CH3:21])=[CH:11][CH:10]=3)[CH:6]=1)([CH3:4])([CH3:3])[CH3:2].P(C(C)(C)C)(C(C)(C)C)C(C)(C)C.C(O[Na])(C)(C)C, predict the reaction product. The product is: [C:20]([C:12]1[C:11]2[C:6]([C:5]([C:1]([CH3:4])([CH3:2])[CH3:3])=[C:18]3[C:13]=1[CH:14]=[CH:15][CH:16]=[CH:17]3)=[CH:7][CH:8]=[CH:9][CH:10]=2)([CH3:23])([CH3:21])[CH3:22]. (7) Given the reactants [Cl:1][C:2]1[CH:18]=[C:17]([O:19][CH2:20][CH:21]=[C:22]([Cl:24])[Cl:23])[CH:16]=[C:15]([Cl:25])[C:3]=1[O:4][CH2:5][CH2:6][C:7]1[CH:14]=[CH:13][C:10]([CH:11]=O)=[CH:9][CH:8]=1.Cl.[CH2:27]([O:30][NH2:31])[CH2:28][CH3:29].Cl, predict the reaction product. The product is: [CH2:27]([O:30][N:31]=[CH:11][C:10]1[CH:13]=[CH:14][C:7]([CH2:6][CH2:5][O:4][C:3]2[C:2]([Cl:1])=[CH:18][C:17]([O:19][CH2:20][CH:21]=[C:22]([Cl:24])[Cl:23])=[CH:16][C:15]=2[Cl:25])=[CH:8][CH:9]=1)[CH2:28][CH3:29].